Dataset: Full USPTO retrosynthesis dataset with 1.9M reactions from patents (1976-2016). Task: Predict the reactants needed to synthesize the given product. Given the product [CH2:17]([O:24][CH2:16][CH:14]([C:9]1[C:10]([CH3:13])=[N:11][O:12][C:8]=1[C:5]1[CH:6]=[CH:7][C:2]([Br:1])=[CH:3][CH:4]=1)[OH:15])[C:18]1[CH:23]=[CH:22][CH:21]=[CH:20][CH:19]=1, predict the reactants needed to synthesize it. The reactants are: [Br:1][C:2]1[CH:7]=[CH:6][C:5]([C:8]2[O:12][N:11]=[C:10]([CH3:13])[C:9]=2[CH:14]2[CH2:16][O:15]2)=[CH:4][CH:3]=1.[CH2:17]([OH:24])[C:18]1[CH:23]=[CH:22][CH:21]=[CH:20][CH:19]=1.